From a dataset of Full USPTO retrosynthesis dataset with 1.9M reactions from patents (1976-2016). Predict the reactants needed to synthesize the given product. (1) Given the product [NH3:2].[CH3:10][OH:11].[Cl:50][CH2:51][Cl:53].[CH2:24]([N:21]1[CH2:20][CH2:19][N:18]([C:15]2[CH:16]=[CH:17][C:12]([O:11][CH2:10][CH2:9][CH2:8][N:2]3[CH2:7][CH2:6][CH2:5][CH2:4][CH2:3]3)=[CH:13][CH:14]=2)[CH2:23][CH2:22]1)[C:25]1[CH:30]=[CH:29][CH:28]=[CH:27][CH:26]=1, predict the reactants needed to synthesize it. The reactants are: Cl.[N:2]1([CH2:8][CH2:9][CH2:10][O:11][C:12]2[CH:17]=[CH:16][C:15]([N:18]3[CH2:23][CH2:22][NH:21][CH2:20][CH2:19]3)=[CH:14][CH:13]=2)[CH2:7][CH2:6][CH2:5][CH2:4][CH2:3]1.[CH:24](=O)[C:25]1[CH:30]=[CH:29][CH:28]=[CH:27][CH:26]=1.C(O)(=O)C.C(O[BH-](OC(=O)C)OC(=O)C)(=O)C.[Na+].[Cl:50][CH:51]([Cl:53])C. (2) Given the product [F:3][C:4]1[CH:9]=[CH:8][C:7]([N:10]([CH3:17])[C:11](=[O:13])[CH3:12])=[CH:6][C:5]=1[N+:14]([O-:16])=[O:15], predict the reactants needed to synthesize it. The reactants are: [H-].[Na+].[F:3][C:4]1[CH:9]=[CH:8][C:7]([NH:10][C:11](=[O:13])[CH3:12])=[CH:6][C:5]=1[N+:14]([O-:16])=[O:15].[CH3:17]I. (3) Given the product [F:1][C:2]1[CH:3]=[N:4][C:5]([O:11][C:12]2[CH:17]=[CH:16][CH:15]=[C:14]([S:18][CH3:19])[CH:13]=2)=[C:6]([CH:10]=1)[C:7]([NH:37][C:26]1[C:29]([OH:34])=[N:28][CH:23]=[N:22][CH:25]=1)=[O:9], predict the reactants needed to synthesize it. The reactants are: [F:1][C:2]1[CH:3]=[N:4][C:5]([O:11][C:12]2[CH:17]=[CH:16][CH:15]=[C:14]([S:18][CH3:19])[CH:13]=2)=[C:6]([CH:10]=1)[C:7]([OH:9])=O.C([N:22]([CH2:25][CH3:26])[CH2:23]C)C.N[N:28]1C=CC=N[CH:29]1[OH:34].Cl.C[N:37](C)CCCN=C=NCC.ON1C2C=CC=CC=2N=N1.